Task: Regression. Given two drug SMILES strings and cell line genomic features, predict the synergy score measuring deviation from expected non-interaction effect.. Dataset: Merck oncology drug combination screen with 23,052 pairs across 39 cell lines (1) Drug 1: CCC1=CC2CN(C1)Cc1c([nH]c3ccccc13)C(C(=O)OC)(c1cc3c(cc1OC)N(C)C1C(O)(C(=O)OC)C(OC(C)=O)C4(CC)C=CCN5CCC31C54)C2. Drug 2: NC1(c2ccc(-c3nc4ccn5c(=O)[nH]nc5c4cc3-c3ccccc3)cc2)CCC1. Cell line: RPMI7951. Synergy scores: synergy=-4.13. (2) Drug 1: O=S1(=O)NC2(CN1CC(F)(F)F)C1CCC2Cc2cc(C=CCN3CCC(C(F)(F)F)CC3)ccc2C1. Drug 2: CC(C)CC(NC(=O)C(Cc1ccccc1)NC(=O)c1cnccn1)B(O)O. Cell line: NCIH460. Synergy scores: synergy=11.0. (3) Drug 1: CC(=O)OC1C(=O)C2(C)C(O)CC3OCC3(OC(C)=O)C2C(OC(=O)c2ccccc2)C2(O)CC(OC(=O)C(O)C(NC(=O)c3ccccc3)c3ccccc3)C(C)=C1C2(C)C. Drug 2: O=C(O)C1(Cc2cccc(Nc3nccs3)n2)CCC(Oc2cccc(Cl)c2F)CC1. Cell line: LOVO. Synergy scores: synergy=11.1. (4) Drug 1: COc1cc(C2c3cc4c(cc3C(OC3OC5COC(C)OC5C(O)C3O)C3COC(=O)C23)OCO4)cc(OC)c1O. Drug 2: C#Cc1cccc(Nc2ncnc3cc(OCCOC)c(OCCOC)cc23)c1. Cell line: MDAMB436. Synergy scores: synergy=30.4. (5) Drug 1: COC1=C2CC(C)CC(OC)C(O)C(C)C=C(C)C(OC(N)=O)C(OC)C=CC=C(C)C(=O)NC(=CC1=O)C2=O. Drug 2: Cn1c(=O)n(-c2ccc(C(C)(C)C#N)cc2)c2c3cc(-c4cnc5ccccc5c4)ccc3ncc21. Cell line: EFM192B. Synergy scores: synergy=-0.0442. (6) Drug 1: O=S1(=O)NC2(CN1CC(F)(F)F)C1CCC2Cc2cc(C=CCN3CCC(C(F)(F)F)CC3)ccc2C1. Drug 2: NC1(c2ccc(-c3nc4ccn5c(=O)[nH]nc5c4cc3-c3ccccc3)cc2)CCC1. Cell line: RKO. Synergy scores: synergy=20.1.